Dataset: Reaction yield outcomes from USPTO patents with 853,638 reactions. Task: Predict the reaction yield, written as a fraction of the theoretical maximum amount of product (1.0 means a 100% yield; for example, 0.34 means a 34% yield). (1) The reactants are C(C1C=C([NH:10][C:11]([NH:13][C:14]2[CH:19]=[CH:18][C:17](Cl)=[CH:16][CH:15]=2)=[O:12])N(C2C=C(C=CC=2)C(OCC)=O)N=1)(C)(C)C.O=S(Cl)Cl. The catalyst is CCl. The product is [C:14]1([NH:13][C:11](=[O:12])[NH2:10])[C:15]2[C:16](=[CH:19][CH:14]=[CH:15][CH:16]=2)[CH:17]=[CH:18][CH:19]=1. The yield is 0.970. (2) The reactants are [Cl:1][C:2]1[C:3]([CH3:18])=[C:4]([NH:10][C@H:11]([C@H:15]([OH:17])[CH3:16])[C:12]([OH:14])=O)[CH:5]=[CH:6][C:7]=1[C:8]#[N:9].[F:19][C:20]1[CH:29]=[C:28]([F:30])[CH:27]=[CH:26][C:21]=1[C:22]([NH:24][NH2:25])=[O:23].ClC1C(CC)=C(N[C@H]([C@@H](O)C)C(NNC(=O)C2C=CC=CC=2)=O)C=CC=1C#N. No catalyst specified. The product is [Cl:1][C:2]1[C:3]([CH3:18])=[C:4]([NH:10][C@H:11]([C@H:15]([OH:17])[CH3:16])[C:12]([NH:25][NH:24][C:22](=[O:23])[C:21]2[CH:26]=[CH:27][C:28]([F:30])=[CH:29][C:20]=2[F:19])=[O:14])[CH:5]=[CH:6][C:7]=1[C:8]#[N:9]. The yield is 0.960. (3) The reactants are B(Br)(Br)Br.C[O:6][C:7]1[CH:8]=[C:9]2[C:14](=[CH:15][CH:16]=1)[C:13]([CH2:17][CH2:18][CH2:19][CH2:20][CH2:21][CH2:22][CH2:23][CH:24]([CH2:28][CH2:29][CH2:30][C:31]([F:37])([F:36])[C:32]([F:35])([F:34])[F:33])[C:25]([OH:27])=[O:26])=[C:12]([C:38]1[CH:43]=[CH:42][C:41]([O:44]C)=[CH:40][CH:39]=1)[CH:11]=[CH:10]2.O.C(#N)C. The catalyst is ClCCl. The product is [OH:6][C:7]1[CH:8]=[C:9]2[C:14](=[CH:15][CH:16]=1)[C:13]([CH2:17][CH2:18][CH2:19][CH2:20][CH2:21][CH2:22][CH2:23][CH:24]([CH2:28][CH2:29][CH2:30][C:31]([F:36])([F:37])[C:32]([F:33])([F:34])[F:35])[C:25]([OH:27])=[O:26])=[C:12]([C:38]1[CH:39]=[CH:40][C:41]([OH:44])=[CH:42][CH:43]=1)[CH:11]=[CH:10]2. The yield is 0.810. (4) The product is [Cl:21][C:22]1[CH:23]=[C:24]([NH:28][C:29]([NH:13][C:10]2[CH:11]=[CH:12][C:7]([O:6][CH2:5][CH2:4][CH2:3][N:2]([CH3:1])[CH3:20])=[C:8]([C:14]3[N:15]([CH3:19])[N:16]=[CH:17][CH:18]=3)[CH:9]=2)=[O:30])[CH:25]=[CH:26][CH:27]=1. The yield is 0.420. The catalyst is C(Cl)Cl. The reactants are [CH3:1][N:2]([CH3:20])[CH2:3][CH2:4][CH2:5][O:6][C:7]1[CH:12]=[CH:11][C:10]([NH2:13])=[CH:9][C:8]=1[C:14]1[N:15]([CH3:19])[N:16]=[CH:17][CH:18]=1.[Cl:21][C:22]1[CH:23]=[C:24]([N:28]=[C:29]=[O:30])[CH:25]=[CH:26][CH:27]=1. (5) The reactants are [CH3:1][O:2][C:3]([C:5]1([C:8]2[CH:13]=[CH:12][C:11]([O:14]C)=[C:10]([N+:16]([O-:18])=[O:17])[CH:9]=2)[CH2:7][CH2:6]1)=[O:4].B(Br)(Br)Br.O. The catalyst is C(Cl)Cl. The product is [CH3:1][O:2][C:3]([C:5]1([C:8]2[CH:13]=[CH:12][C:11]([OH:14])=[C:10]([N+:16]([O-:18])=[O:17])[CH:9]=2)[CH2:6][CH2:7]1)=[O:4]. The yield is 0.780. (6) The reactants are [N+:1]([C:4]1[CH:5]=[C:6]([CH2:10][C:11]([O:13]C)=O)[CH:7]=[CH:8][CH:9]=1)([O-:3])=[O:2].[NH4+:15].[OH-]. No catalyst specified. The product is [N+:1]([C:4]1[CH:5]=[C:6]([CH2:10][C:11]([NH2:15])=[O:13])[CH:7]=[CH:8][CH:9]=1)([O-:3])=[O:2]. The yield is 0.840. (7) The reactants are [OH:1][C:2]1[CH:11]=[CH:10][C:5]([C:6]([O:8]C)=[O:7])=[CH:4][CH:3]=1.[C:12]1(P([C:13]2[CH:14]=[CH:15]C=[CH:17][CH:12]=2)[C:13]2[CH:14]=[CH:15]C=[CH:17][CH:12]=2)[CH:17]=C[CH:15]=[CH:14][CH:13]=1.N(C(OCC)=O)=NC(OCC)=[O:34].[OH-].[Na+]. The catalyst is O1CCCC1.C1(C)C=CC=CC=1.CO. The product is [O:34]1[CH2:15][CH2:14][CH2:13][C@@H:12]1[CH2:17][O:1][C:2]1[CH:11]=[CH:10][C:5]([C:6]([OH:8])=[O:7])=[CH:4][CH:3]=1. The yield is 0.870.